This data is from Forward reaction prediction with 1.9M reactions from USPTO patents (1976-2016). The task is: Predict the product of the given reaction. (1) Given the reactants F[C:2]1[CH:3]=[C:4]([CH:7]=[CH:8][C:9]=1[CH:10]=[O:11])[C:5]#[N:6].[CH2:12]([OH:17])[C:13]([F:16])([F:15])[F:14], predict the reaction product. The product is: [CH:10]([C:9]1[CH:8]=[CH:7][C:4]([C:5]#[N:6])=[CH:3][C:2]=1[O:17][CH2:12][C:13]([F:16])([F:15])[F:14])=[O:11]. (2) Given the reactants C([O:4][C@H:5]1[C@@H:9]2[O:10][Si:11]([CH:25]([CH3:27])[CH3:26])([CH:22]([CH3:24])[CH3:23])[O:12][Si:13]([CH:19]([CH3:21])[CH3:20])([CH:16]([CH3:18])[CH3:17])[O:14][CH2:15][C@H:8]2[O:7][C@H:6]1[N:28]1[CH:36]=[N:35][C:34]2[C:29]1=[N:30][CH:31]=[N:32][C:33]=2[Cl:37])(=O)C, predict the reaction product. The product is: [Cl:37][C:33]1[N:32]=[CH:31][N:30]=[C:29]2[C:34]=1[N:35]=[CH:36][N:28]2[C@@H:6]1[O:7][C@H:8]2[C@@H:9]([O:10][Si:11]([CH:22]([CH3:24])[CH3:23])([CH:25]([CH3:27])[CH3:26])[O:12][Si:13]([CH:19]([CH3:20])[CH3:21])([CH:16]([CH3:17])[CH3:18])[O:14][CH2:15]2)[C@@H:5]1[OH:4]. (3) The product is: [Cl:25][C:16]1[C:15]2=[CH:14][C:13]([C:11]3[CH:10]=[CH:9][N:8]=[C:7]([N:4]4[CH2:5][CH2:6][O:1][CH2:2][CH2:3]4)[CH:12]=3)=[CH:21][N:20]2[N:19]=[CH:18][N:17]=1. Given the reactants [O:1]1[CH2:6][CH2:5][N:4]([C:7]2[CH:12]=[C:11]([C:13]3[CH:14]=[C:15]4[N:20]([CH:21]=3)[N:19]=[CH:18][N:17]=[C:16]4O)[CH:10]=[CH:9][N:8]=2)[CH2:3][CH2:2]1.O=P(Cl)(Cl)[Cl:25], predict the reaction product. (4) The product is: [CH3:17][C:12]1[CH:13]=[CH:14][C:15]2[N:10]([C:9]([CH2:18][C:19]([OH:20])=[O:24])=[C:8]([C:5]3[CH:6]=[CH:7][C:2]([CH3:1])=[CH:3][CH:4]=3)[N:16]=2)[CH:11]=1. Given the reactants [CH3:1][C:2]1[CH:3]=[CH:4][C:5]([C:8]2[N:16]=[C:15]3[N:10]([CH:11]=[C:12]([CH3:17])[CH:13]=[CH:14]3)[C:9]=2[CH2:18][C:19](N(C)C)=[O:20])=[CH:6][CH:7]=1.[OH-:24].[Na+], predict the reaction product. (5) Given the reactants CC(OC([N:8]1[CH2:14][CH2:13][C:12](=[O:15])[CH:11](Br)[CH2:10][CH2:9]1)=O)(C)C.CC(OC(N1CCCC(=O)C(Br)C1)=O)(C)C.[C:33]([NH2:43])(=O)/[CH:34]=[CH:35]/[C:36]1[CH:41]=[CH:40][CH:39]=[CH:38][CH:37]=1, predict the reaction product. The product is: [C:36]1(/[CH:35]=[CH:34]/[C:33]2[O:15][C:12]3[CH2:13][CH2:14][NH:8][CH2:9][CH2:10][C:11]=3[N:43]=2)[CH:41]=[CH:40][CH:39]=[CH:38][CH:37]=1. (6) The product is: [C:19]([C:4]1[C:3]([N:21]([CH3:29])[S:22]([C:25]([F:28])([F:26])[F:27])(=[O:24])=[O:23])=[CH:2][N:6]([C:7]2[C:8]([Cl:18])=[CH:9][C:10]([C:14]([F:16])([F:17])[F:15])=[CH:11][C:12]=2[Cl:13])[N:5]=1)#[N:20]. Given the reactants N[C:2]1[N:6]([C:7]2[C:12]([Cl:13])=[CH:11][C:10]([C:14]([F:17])([F:16])[F:15])=[CH:9][C:8]=2[Cl:18])[N:5]=[C:4]([C:19]#[N:20])[C:3]=1[N:21]([CH3:29])[S:22]([C:25]([F:28])([F:27])[F:26])(=[O:24])=[O:23].N(OC(C)(C)C)=O, predict the reaction product.